From a dataset of NCI-60 drug combinations with 297,098 pairs across 59 cell lines. Regression. Given two drug SMILES strings and cell line genomic features, predict the synergy score measuring deviation from expected non-interaction effect. (1) Drug 1: C(CC(=O)O)C(=O)CN.Cl. Drug 2: CC1C(C(CC(O1)OC2CC(CC3=C2C(=C4C(=C3O)C(=O)C5=CC=CC=C5C4=O)O)(C(=O)C)O)N)O. Cell line: OVCAR3. Synergy scores: CSS=33.6, Synergy_ZIP=-3.52, Synergy_Bliss=-4.09, Synergy_Loewe=-17.3, Synergy_HSA=-3.87. (2) Drug 1: CC1C(C(CC(O1)OC2CC(CC3=C2C(=C4C(=C3O)C(=O)C5=C(C4=O)C(=CC=C5)OC)O)(C(=O)CO)O)N)O.Cl. Drug 2: COC1=C2C(=CC3=C1OC=C3)C=CC(=O)O2. Cell line: SF-539. Synergy scores: CSS=20.9, Synergy_ZIP=0.317, Synergy_Bliss=5.30, Synergy_Loewe=-1.56, Synergy_HSA=4.17. (3) Drug 1: CC12CCC(CC1=CCC3C2CCC4(C3CC=C4C5=CN=CC=C5)C)O. Drug 2: CC1C(C(=O)NC(C(=O)N2CCCC2C(=O)N(CC(=O)N(C(C(=O)O1)C(C)C)C)C)C(C)C)NC(=O)C3=C4C(=C(C=C3)C)OC5=C(C(=O)C(=C(C5=N4)C(=O)NC6C(OC(=O)C(N(C(=O)CN(C(=O)C7CCCN7C(=O)C(NC6=O)C(C)C)C)C)C(C)C)C)N)C. Cell line: MDA-MB-435. Synergy scores: CSS=27.0, Synergy_ZIP=22.9, Synergy_Bliss=21.7, Synergy_Loewe=19.6, Synergy_HSA=20.5. (4) Drug 1: C1CC(C1)(C(=O)O)C(=O)O.[NH2-].[NH2-].[Pt+2]. Drug 2: N.N.Cl[Pt+2]Cl. Cell line: SR. Synergy scores: CSS=69.3, Synergy_ZIP=0.0258, Synergy_Bliss=-0.524, Synergy_Loewe=0.0848, Synergy_HSA=3.26. (5) Drug 1: C1CCC(CC1)NC(=O)N(CCCl)N=O. Drug 2: CC1=C(N=C(N=C1N)C(CC(=O)N)NCC(C(=O)N)N)C(=O)NC(C(C2=CN=CN2)OC3C(C(C(C(O3)CO)O)O)OC4C(C(C(C(O4)CO)O)OC(=O)N)O)C(=O)NC(C)C(C(C)C(=O)NC(C(C)O)C(=O)NCCC5=NC(=CS5)C6=NC(=CS6)C(=O)NCCC[S+](C)C)O. Cell line: K-562. Synergy scores: CSS=38.8, Synergy_ZIP=1.78, Synergy_Bliss=3.18, Synergy_Loewe=-0.485, Synergy_HSA=-0.918. (6) Drug 1: C1=C(C(=O)NC(=O)N1)F. Drug 2: CN1C2=C(C=C(C=C2)N(CCCl)CCCl)N=C1CCCC(=O)O.Cl. Cell line: 786-0. Synergy scores: CSS=35.8, Synergy_ZIP=1.45, Synergy_Bliss=2.07, Synergy_Loewe=-1.61, Synergy_HSA=5.12.